Predict the product of the given reaction. From a dataset of Forward reaction prediction with 1.9M reactions from USPTO patents (1976-2016). (1) Given the reactants [O:1]=[C:2]([O-:13])[C@@H:3]([C@H:5]([C@@H:7]([C@@H:9]([CH2:11][OH:12])[OH:10])[OH:8])O)[OH:4].O=C([O-])[C@@H]([C@H]([C@@H]([C@@H](CO)O)O)O)O.[Na+].[Cl-].[Mg+2].[Cl-].Cl, predict the reaction product. The product is: [CH2:5]([C:3]([C:2]([OH:13])=[O:1])=[O:4])[C@H:7]([OH:8])[C@H:9]([OH:10])[CH2:11][OH:12]. (2) Given the reactants [N:1]1[CH:6]=[CH:5][CH:4]=[C:3](NCC(O)=O)[CH:2]=1.[C:20](O[C:20]([O:22][C:23]([CH3:26])([CH3:25])[CH3:24])=[O:21])([O:22][C:23]([CH3:26])([CH3:25])[CH3:24])=[O:21].[NH:27]1[CH2:32][CH2:31][O:30][CH2:29][CH2:28]1.CN(C(O[N:41]1N=NC2C=CC=[CH:47][C:42]1=2)=[N+](C)C)C.[B-](F)(F)(F)F.CN(C=[O:59])C, predict the reaction product. The product is: [N:27]1([C:47](=[O:59])[CH:42]([NH:41][C:20](=[O:21])[O:22][C:23]([CH3:24])([CH3:25])[CH3:26])[C:3]2[CH:2]=[N:1][CH:6]=[CH:5][CH:4]=2)[CH2:32][CH2:31][O:30][CH2:29][CH2:28]1.